This data is from Reaction yield outcomes from USPTO patents with 853,638 reactions. The task is: Predict the reaction yield, written as a fraction of the theoretical maximum amount of product (1.0 means a 100% yield; for example, 0.34 means a 34% yield). (1) The reactants are [Cl:1][C:2]1[C:3]([C:17]2[CH:22]=[CH:21][CH:20]=[C:19]([NH:23][CH2:24][C:25]3[CH:30]=[CH:29][CH:28]=[C:27]([F:31])[CH:26]=3)[N:18]=2)=[CH:4][C:5]([NH:8][C@H:9]2[CH2:14][CH2:13][C@H:12]([CH2:15][OH:16])[CH2:11][CH2:10]2)=[N:6][CH:7]=1.C(N(CC)CC)C.[S:39](Cl)([CH3:42])(=[O:41])=[O:40]. The catalyst is C(Cl)Cl. The product is [CH3:42][S:39]([O:16][CH2:15][C@H:12]1[CH2:11][CH2:10][C@H:9]([NH:8][C:5]2[CH:4]=[C:3]([C:17]3[CH:22]=[CH:21][CH:20]=[C:19]([NH:23][CH2:24][C:25]4[CH:30]=[CH:29][CH:28]=[C:27]([F:31])[CH:26]=4)[N:18]=3)[C:2]([Cl:1])=[CH:7][N:6]=2)[CH2:14][CH2:13]1)(=[O:41])=[O:40]. The yield is 0.920. (2) The reactants are [O:1]=[C:2]1[NH:7][C:6]2[CH:8]=[C:9]([C:12](OC)=[O:13])[CH:10]=[N:11][C:5]=2[N:4]2[CH2:16][CH2:17][O:18][CH2:19][CH:3]12.[H-].[Na+].[H-].[Al+3].[Li+].[H-].[H-].[H-].CO. The catalyst is O1CCCC1.O.C(OCC)(=O)C. The product is [OH:13][CH2:12][C:9]1[CH:10]=[N:11][C:5]2[N:4]3[CH2:16][CH2:17][O:18][CH2:19][CH:3]3[C:2](=[O:1])[NH:7][C:6]=2[CH:8]=1. The yield is 0.735.